Dataset: NCI-60 drug combinations with 297,098 pairs across 59 cell lines. Task: Regression. Given two drug SMILES strings and cell line genomic features, predict the synergy score measuring deviation from expected non-interaction effect. (1) Drug 1: C1=CC(=C2C(=C1NCCNCCO)C(=O)C3=C(C=CC(=C3C2=O)O)O)NCCNCCO. Drug 2: CN(C)N=NC1=C(NC=N1)C(=O)N. Cell line: HCC-2998. Synergy scores: CSS=18.4, Synergy_ZIP=-6.79, Synergy_Bliss=-11.3, Synergy_Loewe=-28.9, Synergy_HSA=-11.4. (2) Synergy scores: CSS=32.1, Synergy_ZIP=0.400, Synergy_Bliss=-1.08, Synergy_Loewe=-31.7, Synergy_HSA=-2.69. Cell line: NCI-H226. Drug 1: C1=CC(=C2C(=C1NCCNCCO)C(=O)C3=C(C=CC(=C3C2=O)O)O)NCCNCCO. Drug 2: C1=NC2=C(N=C(N=C2N1C3C(C(C(O3)CO)O)O)F)N. (3) Drug 1: C1C(C(OC1N2C=NC3=C(N=C(N=C32)Cl)N)CO)O. Drug 2: C(CN)CNCCSP(=O)(O)O. Cell line: CCRF-CEM. Synergy scores: CSS=83.7, Synergy_ZIP=10.4, Synergy_Bliss=9.52, Synergy_Loewe=-31.2, Synergy_HSA=9.78.